From a dataset of Catalyst prediction with 721,799 reactions and 888 catalyst types from USPTO. Predict which catalyst facilitates the given reaction. (1) Reactant: [F:1][C:2]1[CH:7]=[CH:6][CH:5]=[C:4]([F:8])[C:3]=1[NH:9][C:10]([C:12]1[CH:16]=[CH:15][N:14]([CH2:17][C:18]2[CH:23]=[CH:22][CH:21]=[CH:20][C:19]=2[OH:24])[N:13]=1)=[O:11].C(=O)([O-])[O-].[K+].[K+].I[CH:32]1[CH2:37][CH2:36][CH2:35][CH2:34][CH2:33]1. Product: [CH:32]1([O:24][C:19]2[CH:20]=[CH:21][CH:22]=[CH:23][C:18]=2[CH2:17][N:14]2[CH:15]=[CH:16][C:12]([C:10]([NH:9][C:3]3[C:2]([F:1])=[CH:7][CH:6]=[CH:5][C:4]=3[F:8])=[O:11])=[N:13]2)[CH2:37][CH2:36][CH2:35][CH2:34][CH2:33]1. The catalyst class is: 3. (2) Reactant: CS(O[CH:6]1[CH2:11][CH2:10][N:9]([C:12]([O:14][C:15]([CH3:18])([CH3:17])[CH3:16])=[O:13])[CH2:8][CH2:7]1)(=O)=O.[CH3:19][CH:20]([S-:22])[CH3:21].[Na+]. Product: [CH3:19][CH:20]([S:22][CH:6]1[CH2:7][CH2:8][N:9]([C:12]([O:14][C:15]([CH3:16])([CH3:17])[CH3:18])=[O:13])[CH2:10][CH2:11]1)[CH3:21]. The catalyst class is: 31. (3) Reactant: [OH:1][C:2]1[C:11]2[C:6](=[CH:7][CH:8]=[CH:9][CH:10]=2)[N:5]=[CH:4][N:3]=1.F[P-](F)(F)(F)(F)F.[N:19]1(O[P+](N(C)C)(N(C)C)N(C)C)[C:23]2[CH:24]=[CH:25][CH:26]=[CH:27][C:22]=2[N:21]=[N:20]1.C1CCN2C(=NCCC2)CC1. Product: [N:19]1([O:1][C:2]2[C:11]3[C:6](=[CH:7][CH:8]=[CH:9][CH:10]=3)[N:5]=[CH:4][N:3]=2)[C:23]2[CH:24]=[CH:25][CH:26]=[CH:27][C:22]=2[N:21]=[N:20]1. The catalyst class is: 23. (4) Reactant: [CH2:1]([N:4]1[CH:8]=[CH:7][N:6]=[CH:5]1)[CH:2]=[CH2:3].[CH2:9]([Br:14])[CH2:10][CH2:11][CH2:12][CH3:13].C1(C)C=CC=CC=1. Product: [Br-:14].[CH2:9]([N+:6]1[CH:7]=[CH:8][N:4]([CH2:1][CH:2]=[CH2:3])[CH:5]=1)[CH2:10][CH2:11][CH2:12][CH3:13]. The catalyst class is: 10.